This data is from Forward reaction prediction with 1.9M reactions from USPTO patents (1976-2016). The task is: Predict the product of the given reaction. (1) Given the reactants C([O:8][C:9]1[C:14](=[O:15])[CH:13]=[C:12]([CH2:16][NH:17][S:18]([C:21]2[CH:26]=[CH:25][C:24]([Cl:27])=[CH:23][CH:22]=2)(=[O:20])=[O:19])[N:11]([CH3:28])[C:10]=1[C:29]([OH:31])=[O:30])C1C=CC=CC=1.C1(S(C(N)C2N(C)C(C(O)=O)=C(O)C(=O)C=2)(=O)=O)C=CC=CC=1, predict the reaction product. The product is: [Cl:27][C:24]1[CH:25]=[CH:26][C:21]([S:18]([NH:17][CH2:16][C:12]2[N:11]([CH3:28])[C:10]([C:29]([OH:31])=[O:30])=[C:9]([OH:8])[C:14](=[O:15])[CH:13]=2)(=[O:19])=[O:20])=[CH:22][CH:23]=1. (2) Given the reactants [ClH:1].[CH2:2]([O:9][C:10]1[CH:15]=[CH:14][N:13]([C:16]2[CH:17]=[CH:18][C:19]3[C:20]4[CH2:30][N:29]([CH3:31])[CH2:28][CH2:27][CH2:26][C:21]=4[N:22]([CH3:25])[C:23]=3[CH:24]=2)[C:12](=[O:32])[CH:11]=1)[C:3]1[CH:8]=[CH:7][CH:6]=[CH:5][CH:4]=1, predict the reaction product. The product is: [ClH:1].[CH2:2]([O:9][C:10]1[CH:15]=[CH:14][N:13]([C:16]2[CH:17]=[CH:18][C:19]3[C:20]4[CH2:30][N:29]([CH3:31])[CH2:28][CH2:27][CH2:26][C:21]=4[N:22]([CH3:25])[C:23]=3[CH:24]=2)[C:12](=[O:32])[CH:11]=1)[C:3]1[CH:4]=[CH:5][CH:6]=[CH:7][CH:8]=1. (3) Given the reactants [OH-].[K+].[Cl:3][C:4]1[CH:5]=[C:6]([C:13]([CH3:20])([CH3:19])[C:14]([O:16]CC)=[O:15])[CH:7]=[CH:8][C:9]=1[N+:10]([O-:12])=[O:11], predict the reaction product. The product is: [Cl:3][C:4]1[CH:5]=[C:6]([C:13]([CH3:20])([CH3:19])[C:14]([OH:16])=[O:15])[CH:7]=[CH:8][C:9]=1[N+:10]([O-:12])=[O:11].